From a dataset of Reaction yield outcomes from USPTO patents with 853,638 reactions. Predict the reaction yield, written as a fraction of the theoretical maximum amount of product (1.0 means a 100% yield; for example, 0.34 means a 34% yield). (1) The reactants are [F:1][C:2]1([F:33])[CH2:7][CH2:6][N:5]([C:8]([C:10]2[N:28](S(C)(=O)=O)[C:13]3=[N:14][CH:15]=[C:16]([O:18][CH2:19][CH2:20][CH2:21][N:22]4[CH2:26][CH2:25][CH2:24][C@H:23]4[CH3:27])[CH:17]=[C:12]3[CH:11]=2)=[O:9])[CH2:4][CH2:3]1.[H-].[Na+].Br[CH:37]([CH3:39])[CH3:38]. No catalyst specified. The product is [F:1][C:2]1([F:33])[CH2:7][CH2:6][N:5]([C:8]([C:10]2[N:28]([CH:37]([CH3:39])[CH3:38])[C:13]3=[N:14][CH:15]=[C:16]([O:18][CH2:19][CH2:20][CH2:21][N:22]4[CH2:26][CH2:25][CH2:24][C@H:23]4[CH3:27])[CH:17]=[C:12]3[CH:11]=2)=[O:9])[CH2:4][CH2:3]1. The yield is 0.260. (2) The reactants are Br[CH2:2][C:3]([O:5][C:6]([CH3:9])([CH3:8])[CH3:7])=[O:4].[CH2:10]([O:17][C:18]1[CH:23]=[CH:22][C:21]([CH2:24][C@H:25](NC)[CH3:26])=[CH:20][CH:19]=1)[C:11]1[CH:16]=[CH:15][CH:14]=[CH:13][CH:12]=1.C([O-])([O-])=O.[Cs+].[Cs+].[CH3:35][N:36](C=O)C. The catalyst is O. The product is [C:6]([O:5][C:3](=[O:4])[CH2:2][NH:36][CH2:35][C@H:25]([CH3:26])[CH2:24][C:21]1[CH:20]=[CH:19][C:18]([O:17][CH2:10][C:11]2[CH:12]=[CH:13][CH:14]=[CH:15][CH:16]=2)=[CH:23][CH:22]=1)([CH3:9])([CH3:8])[CH3:7]. The yield is 0.790. (3) The reactants are CS(O[CH2:6][CH2:7][N:8]1[CH:12]=[C:11]([C:13]2[CH:18]=[CH:17][N:16]=[CH:15][CH:14]=2)[C:10]([C:19]2[CH:24]=[CH:23][C:22]([O:25][CH2:26][C:27]3[CH:32]=[CH:31][CH:30]=[CH:29][CH:28]=3)=[CH:21][CH:20]=2)=[N:9]1)(=O)=O.[F-:33].C([N+](CCCC)(CCCC)CCCC)CCC. The catalyst is C1COCC1. The product is [CH2:26]([O:25][C:22]1[CH:23]=[CH:24][C:19]([C:10]2[C:11]([C:13]3[CH:18]=[CH:17][N:16]=[CH:15][CH:14]=3)=[CH:12][N:8]([CH2:7][CH2:6][F:33])[N:9]=2)=[CH:20][CH:21]=1)[C:27]1[CH:32]=[CH:31][CH:30]=[CH:29][CH:28]=1. The yield is 0.230. (4) The reactants are C(N(CC)CC)C.Cl.[CH3:9][S:10]([C:13]1[CH:32]=[CH:31][C:16]([CH2:17][O:18][C:19]2[CH:20]=[N:21][C:22]([N:25]3[CH2:30][CH2:29][NH:28][CH2:27][CH2:26]3)=[N:23][CH:24]=2)=[CH:15][CH:14]=1)(=[O:12])=[O:11].[C:33](=O)([O:39]N1C(=O)CCC1=O)[O:34][CH:35]1[CH2:38][CH2:37][CH2:36]1. The catalyst is C(Cl)Cl. The product is [CH3:9][S:10]([C:13]1[CH:14]=[CH:15][C:16]([CH2:17][O:18][C:19]2[CH:20]=[N:21][C:22]([N:25]3[CH2:30][CH2:29][N:28]([C:33]([O:34][CH:35]4[CH2:38][CH2:37][CH2:36]4)=[O:39])[CH2:27][CH2:26]3)=[N:23][CH:24]=2)=[CH:31][CH:32]=1)(=[O:12])=[O:11]. The yield is 0.840. (5) The reactants are [CH:1]1([C:4]2[NH:5][C:6]([NH2:9])=[N:7][N:8]=2)[CH2:3][CH2:2]1.[C:10]([C:12]1[CH:17]=[CH:16][CH:15]=[CH:14][C:13]=1[C:18]1[CH:23]=[CH:22][C:21]([CH2:24][CH:25]([C:31](=O)[CH2:32][CH2:33][CH3:34])[C:26](OCC)=[O:27])=[CH:20][CH:19]=1)#[N:11]. The catalyst is ClC1C=CC(Cl)=CC=1Cl. The product is [CH:1]1([C:4]2[N:5]=[C:6]3[NH:9][C:26](=[O:27])[C:25]([CH2:24][C:21]4[CH:22]=[CH:23][C:18]([C:13]5[C:12]([C:10]#[N:11])=[CH:17][CH:16]=[CH:15][CH:14]=5)=[CH:19][CH:20]=4)=[C:31]([CH2:32][CH2:33][CH3:34])[N:7]3[N:8]=2)[CH2:3][CH2:2]1. The yield is 0.210. (6) The reactants are CC(OI1(OC(C)=O)(OC(C)=O)[O:14][C:12](=O)[C:11]2[CH:10]=[CH:9][CH:8]=[CH:7][C:6]1=2)=O.[F:23][C:24]1[CH:25]=[C:26]2[C:34](=[CH:35][CH:36]=1)[NH:33]C1CC(C(NC[C@@H]3OC4=C5C(=CC=C4OC3)N=C(C)C=C5)=O)CCC2=1. The catalyst is ClCCl. The product is [F:23][C:24]1[CH:36]=[C:35]2[C:34](=[CH:26][CH:25]=1)[NH:33][C:8]1[CH2:7][CH2:6][CH:11]([CH:12]=[O:14])[CH2:10][C:9]2=1. The yield is 0.470.